From a dataset of Forward reaction prediction with 1.9M reactions from USPTO patents (1976-2016). Predict the product of the given reaction. (1) Given the reactants C(O[C:4](=[O:22])[CH2:5][N:6]1[CH2:10][C@H:9]([O:11][CH3:12])[C@@H:8]([NH:13][C:14]([C:16]2[S:17][C:18]([Cl:21])=[CH:19][CH:20]=2)=[O:15])[CH2:7]1)C.[C:23]([O:27][C:28]([C:30]1[CH2:35][CH2:34][C:33]2[S:36][C:37]([NH2:39])=[N:38][C:32]=2[N:31]=1)=[O:29])([CH3:26])([CH3:25])[CH3:24], predict the reaction product. The product is: [C:23]([O:27][C:28]([C:30]1[CH2:35][CH2:34][C:33]2[S:36][C:37]([NH:39][C:4](=[O:22])[CH2:5][N:6]3[CH2:10][C@H:9]([O:11][CH3:12])[C@@H:8]([NH:13][C:14]([C:16]4[S:17][C:18]([Cl:21])=[CH:19][CH:20]=4)=[O:15])[CH2:7]3)=[N:38][C:32]=2[N:31]=1)=[O:29])([CH3:26])([CH3:24])[CH3:25]. (2) Given the reactants [CH3:1][C:2]1[CH:3]=[C:4]([CH:8]=[C:9]([CH3:11])[CH:10]=1)[C:5](O)=[O:6].S(Cl)([Cl:14])=O, predict the reaction product. The product is: [CH3:1][C:2]1[CH:3]=[C:4]([CH:8]=[C:9]([CH3:11])[CH:10]=1)[C:5]([Cl:14])=[O:6]. (3) Given the reactants C1(=O)[NH:5]C(=O)C2=CC=CC=C12.[K].[CH2:13]([O:18][C:19]1[CH:20]=[C:21]2[C:26](=[CH:27][CH:28]=1)[O:25][CH2:24][C:23]([CH2:29]Br)=[CH:22]2)[CH2:14][CH2:15][CH2:16][CH3:17], predict the reaction product. The product is: [CH2:13]([O:18][C:19]1[CH:20]=[C:21]2[C:26](=[CH:27][CH:28]=1)[O:25][CH2:24][C:23]([CH2:29][NH2:5])=[CH:22]2)[CH2:14][CH2:15][CH2:16][CH3:17]. (4) Given the reactants [OH:1][C:2]1[CH:7]=[CH:6][C:5]([C:8]2[CH:9]=[C:10]3[C:14](=[CH:15][CH:16]=2)[N:13](C(OC(C)(C)C)=O)[C:12]([C:24]([O:26]CC)=[O:25])=[CH:11]3)=[CH:4][CH:3]=1.Cl[CH2:30][C:31]1[C:32]([C:39]2[C:44]([Cl:45])=[CH:43][CH:42]=[CH:41][C:40]=2[Cl:46])=[N:33][O:34][C:35]=1[CH:36]([CH3:38])[CH3:37].C(=O)([O-])[O-].[K+].[K+].[OH-].[Na+], predict the reaction product. The product is: [Cl:45][C:44]1[CH:43]=[CH:42][CH:41]=[C:40]([Cl:46])[C:39]=1[C:32]1[C:31]([CH2:30][O:1][C:2]2[CH:7]=[CH:6][C:5]([C:8]3[CH:16]=[C:15]4[C:14](=[CH:10][CH:9]=3)[NH:13][C:12]([C:24]([OH:26])=[O:25])=[CH:11]4)=[CH:4][CH:3]=2)=[C:35]([CH:36]([CH3:38])[CH3:37])[O:34][N:33]=1. (5) Given the reactants [N:1]([C:4]1[S:5][C:6]([CH2:13][C:14]2[CH:19]=[CH:18][CH:17]=[CH:16][CH:15]=2)=[CH:7][C:8]=1[C:9]([O:11]C)=O)=[C:2]=[S:3].[CH3:20][C:21]1[N:25]([CH2:26][CH2:27][CH2:28][NH2:29])[CH:24]=[N:23][CH:22]=1, predict the reaction product. The product is: [CH2:13]([C:6]1[S:5][C:4]2[NH:1][C:2](=[S:3])[N:29]([CH2:28][CH2:27][CH2:26][N:25]3[C:21]([CH3:20])=[CH:22][N:23]=[CH:24]3)[C:9](=[O:11])[C:8]=2[CH:7]=1)[C:14]1[CH:19]=[CH:18][CH:17]=[CH:16][CH:15]=1.